Dataset: Full USPTO retrosynthesis dataset with 1.9M reactions from patents (1976-2016). Task: Predict the reactants needed to synthesize the given product. Given the product [Cl:1][C:2]1[N:7]=[CH:6][C:5]2[CH:8]=[N:9][N:10]([C:12]3[CH:17]=[CH:16][CH:15]=[C:14]([F:18])[N:13]=3)[C:4]=2[CH:3]=1, predict the reactants needed to synthesize it. The reactants are: [Cl:1][C:2]1[N:7]=[CH:6][C:5]2[CH:8]=[N:9][NH:10][C:4]=2[CH:3]=1.Br[C:12]1[CH:17]=[CH:16][CH:15]=[C:14]([F:18])[N:13]=1.CNCCNC.C(=O)([O-])[O-].[K+].[K+].